From a dataset of Reaction yield outcomes from USPTO patents with 853,638 reactions. Predict the reaction yield, written as a fraction of the theoretical maximum amount of product (1.0 means a 100% yield; for example, 0.34 means a 34% yield). (1) The reactants are [Cl:1][C:2]1[C:11]([CH:12]=[O:13])=[CH:10][C:9]2[C:4](=[CH:5][CH:6]=[C:7]([O:14]C)[CH:8]=2)[N:3]=1.B(Br)(Br)Br. The catalyst is C(Cl)Cl. The product is [Cl:1][C:2]1[C:11]([CH:12]=[O:13])=[CH:10][C:9]2[C:4](=[CH:5][CH:6]=[C:7]([OH:14])[CH:8]=2)[N:3]=1. The yield is 0.820. (2) The reactants are Br[C:2]1[CH:16]=[N:15][C:5]2[NH:6][C:7](=[O:14])[N:8]([CH2:10][CH2:11][O:12][CH3:13])[CH2:9][C:4]=2[CH:3]=1.[CH3:17][C:18]1[NH:19][C:20]2[C:25]([C:26]=1[CH2:27][N:28]([CH3:33])[C:29](=[O:32])[CH:30]=[CH2:31])=[CH:24][CH:23]=[CH:22][CH:21]=2.C1(C)C=CC=CC=1P(C1C=CC=CC=1C)C1C=CC=CC=1C.C(N(C(C)C)CC)(C)C. The catalyst is C(#N)CC.CC([O-])=O.CC([O-])=O.[Pd+2]. The product is [CH3:33][N:28]([CH2:27][C:26]1[C:25]2[C:20](=[CH:21][CH:22]=[CH:23][CH:24]=2)[NH:19][C:18]=1[CH3:17])[C:29](=[O:32])/[CH:30]=[CH:31]/[C:2]1[CH:16]=[N:15][C:5]2[NH:6][C:7](=[O:14])[N:8]([CH2:10][CH2:11][O:12][CH3:13])[CH2:9][C:4]=2[CH:3]=1. The yield is 0.360. (3) The reactants are [CH3:1][O:2][C:3]1[CH:4]=[C:5]([CH:10]=[CH:11][C:12]=1[O:13][CH2:14][CH2:15][O:16][CH3:17])[C:6]([O:8][CH3:9])=[O:7].[N+:18]([O-])([OH:20])=[O:19]. The catalyst is CC(O)=O. The product is [CH3:1][O:2][C:3]1[C:12]([O:13][CH2:14][CH2:15][O:16][CH3:17])=[CH:11][C:10]([N+:18]([O-:20])=[O:19])=[C:5]([CH:4]=1)[C:6]([O:8][CH3:9])=[O:7]. The yield is 0.800. (4) The reactants are [CH3:1][O:2][C:3]([C:5]1[N:6]=[N:7][N:8]([CH2:10][CH2:11][NH:12]C(OC(C)(C)C)=O)[CH:9]=1)=[O:4].O1CCOCC1.[ClH:26]. No catalyst specified. The product is [ClH:26].[CH3:1][O:2][C:3]([C:5]1[N:6]=[N:7][N:8]([CH2:10][CH2:11][NH2:12])[CH:9]=1)=[O:4]. The yield is 0.990. (5) The reactants are C(C1C=C([NH:10][C:11]([NH:13][C:14]2[CH:19]=[CH:18][CH:17]=[C:16]([Cl:20])[CH:15]=2)=[O:12])N(C2C=CC=C(CO[Si](C(C)(C)C)(C)C)C=2)N=1)(C)(C)C.CCCC[N+](CCCC)(CCCC)CCCC.[F-]. The catalyst is C1COCC1. The product is [Cl:20][C:16]1[CH:15]=[C:14]([NH:13][C:11](=[O:12])[NH2:10])[CH:19]=[CH:18][CH:17]=1. The yield is 0.710. (6) The reactants are [Cl:1][C:2]1[C:3]([CH3:28])=[C:4]([NH:10][C@H:11]([C@@H:25]([OH:27])[CH3:26])[C:12]([NH:14][NH:15][C:16](=[O:24])[C:17]2[CH:22]=[CH:21][C:20]([I:23])=[CH:19][CH:18]=2)=[O:13])[CH:5]=[CH:6][C:7]=1[C:8]#[N:9].N1C=CN=C1.[CH3:34][C:35]([Si:38](Cl)([CH3:40])[CH3:39])([CH3:37])[CH3:36]. The catalyst is CN(C=O)C. The product is [Si:38]([O:27][C@@H:25]([CH3:26])[C@@H:11]([NH:10][C:4]1[CH:5]=[CH:6][C:7]([C:8]#[N:9])=[C:2]([Cl:1])[C:3]=1[CH3:28])[C:12]([NH:14][NH:15][C:16](=[O:24])[C:17]1[CH:22]=[CH:21][C:20]([I:23])=[CH:19][CH:18]=1)=[O:13])([C:35]([CH3:37])([CH3:36])[CH3:34])([CH3:40])[CH3:39]. The yield is 0.970. (7) The reactants are [Cl:1][C:2]1[CH:17]=[CH:16][C:5]([CH2:6][N:7]2[C:12](=[O:13])[C:11]([CH3:14])=[N:10][NH:9][C:8]2=[O:15])=[CH:4][CH:3]=1.[C:18]([NH:21][C:22]1[CH:23]=[C:24](B(O)O)[CH:25]=[CH:26][CH:27]=1)(=[O:20])[CH3:19].N1C=CC=CC=1. The catalyst is CN(C=O)C.C([O-])(O)=O.[Na+].C([O-])(=O)C.[Cu+2].C([O-])(=O)C. The product is [Cl:1][C:2]1[CH:3]=[CH:4][C:5]([CH2:6][N:7]2[C:12](=[O:13])[C:11]([CH3:14])=[N:10][N:9]([C:26]3[CH:27]=[C:22]([NH:21][C:18](=[O:20])[CH3:19])[CH:23]=[CH:24][CH:25]=3)[C:8]2=[O:15])=[CH:16][CH:17]=1. The yield is 0.630. (8) The reactants are CO[C:3](=[O:23])[CH:4]([C:11]1[CH:16]=[CH:15][C:14]([N:17]2[CH2:22][CH2:21][O:20][CH2:19][CH2:18]2)=[CH:13][CH:12]=1)[CH2:5][CH:6]1[CH2:10][CH2:9][CH2:8][CH2:7]1.[CH3:24][NH:25][C:26]([NH2:28])=[O:27].C[O-].[Mg+2].C[O-].CO. No catalyst specified. The product is [CH:6]1([CH2:5][CH:4]([C:11]2[CH:16]=[CH:15][C:14]([N:17]3[CH2:18][CH2:19][O:20][CH2:21][CH2:22]3)=[CH:13][CH:12]=2)[C:3]([NH:28][C:26]([NH:25][CH3:24])=[O:27])=[O:23])[CH2:7][CH2:8][CH2:9][CH2:10]1. The yield is 0.110. (9) The reactants are [CH3:1][C:2]([OH:19])([CH3:18])[CH2:3][N:4]1[CH:8]=[C:7](B2OC(C)(C)C(C)(C)O2)[CH:6]=[N:5]1.[Cl:20][C:21]1[N:26]=[C:25](Cl)[CH:24]=[CH:23][N:22]=1.P([O-])([O-])([O-])=O.[K+].[K+].[K+].C1COCC1. The catalyst is O. The product is [Cl:20][C:21]1[N:26]=[C:25]([C:7]2[CH:6]=[N:5][N:4]([CH2:3][C:2]([CH3:1])([OH:19])[CH3:18])[CH:8]=2)[CH:24]=[CH:23][N:22]=1. The yield is 0.560.